Predict the reactants needed to synthesize the given product. From a dataset of Full USPTO retrosynthesis dataset with 1.9M reactions from patents (1976-2016). The reactants are: [CH2:1]([CH2:5][C:6](=O)[CH3:7])[C:2]([CH3:4])=O.[CH2:9]([O:11][C:12]1[CH:18]=[CH:17][C:15]([NH2:16])=[C:14]([N+:19]([O-:21])=[O:20])[CH:13]=1)[CH3:10].O. Given the product [CH3:7][C:6]1[N:16]([C:15]2[CH:17]=[CH:18][C:12]([O:11][CH2:9][CH3:10])=[CH:13][C:14]=2[N+:19]([O-:21])=[O:20])[C:2]([CH3:4])=[CH:1][CH:5]=1, predict the reactants needed to synthesize it.